Dataset: Reaction yield outcomes from USPTO patents with 853,638 reactions. Task: Predict the reaction yield, written as a fraction of the theoretical maximum amount of product (1.0 means a 100% yield; for example, 0.34 means a 34% yield). (1) The reactants are COC1C=CC(C[N:8]2[CH:12]=[C:11]([C:13]3[N:14]=[C:15]([NH:18][C:19]4[CH:24]=[CH:23][CH:22]=[CH:21][N:20]=4)[S:16][CH:17]=3)[C:10]([C:25]#[N:26])=[N:9]2)=CC=1. The catalyst is C(O)(C(F)(F)F)=O. The product is [N:20]1[CH:21]=[CH:22][CH:23]=[CH:24][C:19]=1[NH:18][C:15]1[S:16][CH:17]=[C:13]([C:11]2[CH:12]=[N:8][NH:9][C:10]=2[C:25]#[N:26])[N:14]=1. The yield is 0.480. (2) The reactants are C(O)(=O)C.[CH3:5][C:6]([CH2:8][C:9]([CH3:11])=O)=O.[N+:12]([N:15]=[C:16]([NH:18][NH2:19])[NH2:17])([O-:14])=[O:13]. The catalyst is O. The product is [CH3:5][C:6]1[CH:8]=[C:9]([CH3:11])[N:18]([C:16](=[N:15][N+:12]([O-:14])=[O:13])[NH2:17])[N:19]=1. The yield is 0.890. (3) The reactants are [CH2:1]([C:3]1[CH:8]=[CH:7][CH:6]=[C:5]([CH3:9])[C:4]=1I)[CH3:2].C(#N)C.C(N(CC)CC)C.[C]=[O:22].C([O:25][CH2:26]C)C. The catalyst is CC([O-])=O.CC([O-])=O.[Pd+2].C1C=CC(P(C2C=CC=CC=2)CCCP(C2C=CC=CC=2)C2C=CC=CC=2)=CC=1.O. The product is [CH2:1]([C:3]1[CH:8]=[CH:7][CH:6]=[C:5]([CH3:9])[C:4]=1[C:26]([OH:25])=[O:22])[CH3:2]. The yield is 0.725. (4) The reactants are [F:1][C@@H:2]1[C@H:8]([NH:9]C(=O)OC(C)(C)C)[CH2:7][CH2:6][C@@H:5]([C:17]2[N:21]([CH3:22])[N:20]=[CH:19][C:18]=2[N+:23]([O-])=O)[O:4][CH2:3]1.[F:26][C:27]1[CH:32]=[C:31]([O:33][CH:34]2[CH2:39][CH2:38][O:37][CH2:36][CH2:35]2)[CH:30]=[C:29]([F:40])[C:28]=1[C:41]1[N:46]=[C:45]([C:47](O)=[O:48])[CH:44]=[CH:43][C:42]=1[F:50]. No catalyst specified. The product is [NH2:9][C@H:8]1[C@@H:2]([F:1])[CH2:3][O:4][C@H:5]([C:17]2[N:21]([CH3:22])[N:20]=[CH:19][C:18]=2[NH:23][C:47](=[O:48])[C:45]2[CH:44]=[CH:43][C:42]([F:50])=[C:41]([C:28]3[C:29]([F:40])=[CH:30][C:31]([O:33][CH:34]4[CH2:35][CH2:36][O:37][CH2:38][CH2:39]4)=[CH:32][C:27]=3[F:26])[N:46]=2)[CH2:6][CH2:7]1. The yield is 0.270. (5) The reactants are [I:1][C:2]1[CH:3]=[CH:4][CH:5]=[C:6]2[C:11]=1[NH:10][CH:9]=[CH:8][C:7]2=O.O=P(Cl)(Cl)[Cl:15]. The catalyst is CN(C=O)C. The product is [Cl:15][C:7]1[C:6]2[C:11](=[C:2]([I:1])[CH:3]=[CH:4][CH:5]=2)[N:10]=[CH:9][CH:8]=1. The yield is 0.980. (6) The reactants are [F:1][C:2]([F:17])([F:16])[C:3]1[CH:8]=[C:7]([C:9]([F:12])([F:11])[F:10])[CH:6]=[CH:5][C:4]=1[C:13](=[O:15])[CH3:14].[Br:18]CC(C1C=C(Cl)C=CC=1Cl)=O. No catalyst specified. The product is [F:1][C:2]([F:16])([F:17])[C:3]1[CH:8]=[C:7]([C:9]([F:10])([F:11])[F:12])[CH:6]=[CH:5][C:4]=1[C:13](=[O:15])[CH2:14][Br:18]. The yield is 0.630. (7) The reactants are Br[C:2]1[CH:7]=[CH:6][CH:5]=[CH:4][N:3]=1.[CH2:8]([C:12]1[O:13][C:14]2[CH:20]=[CH:19][CH:18]=[C:17]([F:21])[C:15]=2[N:16]=1)[CH2:9][C:10]#[CH:11]. No catalyst specified. The product is [F:21][C:17]1[C:15]2[N:16]=[C:12]([CH2:8][CH2:9][C:10]#[C:11][C:2]3[CH:7]=[CH:6][CH:5]=[CH:4][N:3]=3)[O:13][C:14]=2[CH:20]=[CH:19][CH:18]=1. The yield is 0.490.